From a dataset of Peptide-MHC class I binding affinity with 185,985 pairs from IEDB/IMGT. Regression. Given a peptide amino acid sequence and an MHC pseudo amino acid sequence, predict their binding affinity value. This is MHC class I binding data. The peptide sequence is ETDQMDTIY. The MHC is HLA-B14:02 with pseudo-sequence HLA-B14:02. The binding affinity (normalized) is 0.213.